Dataset: NCI-60 drug combinations with 297,098 pairs across 59 cell lines. Task: Regression. Given two drug SMILES strings and cell line genomic features, predict the synergy score measuring deviation from expected non-interaction effect. (1) Drug 1: C1CCN(CC1)CCOC2=CC=C(C=C2)C(=O)C3=C(SC4=C3C=CC(=C4)O)C5=CC=C(C=C5)O. Drug 2: B(C(CC(C)C)NC(=O)C(CC1=CC=CC=C1)NC(=O)C2=NC=CN=C2)(O)O. Cell line: NCI-H522. Synergy scores: CSS=6.49, Synergy_ZIP=3.89, Synergy_Bliss=-2.09, Synergy_Loewe=2.91, Synergy_HSA=-2.09. (2) Drug 1: C#CCC(CC1=CN=C2C(=N1)C(=NC(=N2)N)N)C3=CC=C(C=C3)C(=O)NC(CCC(=O)O)C(=O)O. Drug 2: C1CC(=O)NC(=O)C1N2C(=O)C3=CC=CC=C3C2=O. Cell line: NCI-H460. Synergy scores: CSS=-6.49, Synergy_ZIP=1.67, Synergy_Bliss=-4.17, Synergy_Loewe=-3.60, Synergy_HSA=-8.17.